This data is from Forward reaction prediction with 1.9M reactions from USPTO patents (1976-2016). The task is: Predict the product of the given reaction. (1) The product is: [Li:20][C:2]1[C:15]2[CH:14]=[CH:13][C:12]3[C:7](=[CH:8][CH:9]=[CH:10][CH:11]=3)[C:6]=2[CH:5]=[CH:4][CH:3]=1. Given the reactants Br[C:2]1[C:15]2[CH:14]=[CH:13][C:12]3[C:7](=[CH:8][CH:9]=[CH:10][CH:11]=3)[C:6]=2[CH:5]=[CH:4][CH:3]=1.C([Li:20])CCC, predict the reaction product. (2) Given the reactants [NH2:1][C:2]1[C:7]([C:8]([O:10]/[N:11]=[C:12](/[NH2:14])\[CH3:13])=O)=[C:6]([Cl:15])[N:5]=[CH:4][N:3]=1.[N+](CCCC)(CCCC)(CCCC)CCCC.[F-], predict the reaction product. The product is: [Cl:15][C:6]1[N:5]=[CH:4][N:3]=[C:2]([NH2:1])[C:7]=1[C:8]1[O:10][N:11]=[C:12]([CH3:13])[N:14]=1.